This data is from Full USPTO retrosynthesis dataset with 1.9M reactions from patents (1976-2016). The task is: Predict the reactants needed to synthesize the given product. (1) Given the product [F:48][C:2]([F:1])([F:47])[C:3]1[CH:4]=[C:5]([CH:40]=[C:41]([C:43]([F:45])([F:46])[F:44])[CH:42]=1)[CH2:6][N:7]([CH2:25][C:26]1[N:27]=[C:28]([O:36][CH:37]([CH3:39])[CH3:38])[C:29]2[C:34]([CH:35]=1)=[CH:33][CH:32]=[CH:31][CH:30]=2)[C:8]1[N:13]=[CH:12][C:11]([N:14]2[CH2:19][CH2:18][CH:17]([C:20]([OH:22])=[O:21])[CH2:16][CH2:15]2)=[CH:10][N:9]=1, predict the reactants needed to synthesize it. The reactants are: [F:1][C:2]([F:48])([F:47])[C:3]1[CH:4]=[C:5]([CH:40]=[C:41]([C:43]([F:46])([F:45])[F:44])[CH:42]=1)[CH2:6][N:7]([CH2:25][C:26]1[N:27]=[C:28]([O:36][CH:37]([CH3:39])[CH3:38])[C:29]2[C:34]([CH:35]=1)=[CH:33][CH:32]=[CH:31][CH:30]=2)[C:8]1[N:13]=[CH:12][C:11]([N:14]2[CH2:19][CH2:18][CH:17]([C:20]([O:22]CC)=[O:21])[CH2:16][CH2:15]2)=[CH:10][N:9]=1.[OH-].[Na+].O.Cl. (2) The reactants are: Cl.[NH2:2][C:3]1C(O)=CC=[CH:6][C:4]=1O.[O:11]([CH2:15][CH3:16])[C:12]([S-:14])=S.[K+].[C:18](=[O:21])([O-])[O-].[K+].[K+].C(O)(=O)C. Given the product [SH:14][C:12]1[O:11][C:15]2[CH:16]=[C:18]([OH:21])[CH:6]=[CH:4][C:3]=2[N:2]=1, predict the reactants needed to synthesize it. (3) Given the product [C:1]([O:5][C:6](=[O:24])[NH:7][C@H:8]1[CH2:12][CH2:11][CH2:10][C@@H:9]1[NH:13][C:14]1[C:15]2[S:23][CH2:22][CH2:21][C:16]=2[N:17]=[C:18]([N:38]2[CH2:43][CH2:42][N:41]([C:44]3[CH:54]=[CH:53][CH:47]=[CH:46][CH:45]=3)[CH2:40][CH2:39]2)[N:19]=1)([CH3:4])([CH3:3])[CH3:2], predict the reactants needed to synthesize it. The reactants are: [C:1]([O:5][C:6](=[O:24])[NH:7][C@H:8]1[CH2:12][CH2:11][CH2:10][C@@H:9]1[NH:13][C:14]1[C:15]2[S:23][CH2:22][CH2:21][C:16]=2[N:17]=[C:18](Cl)[N:19]=1)([CH3:4])([CH3:3])[CH3:2].C1(NC2C3SCCC=3N=C([N:38]3[CH2:43][CH2:42][N:41]([C:44]4[CH:54]=[CH:53][C:47](C(OCC)=O)=[CH:46][CH:45]=4)[CH2:40][CH2:39]3)N=2)CCCCC1. (4) Given the product [Cl-:1].[Cr+3:2].[NH:26]1[C:30]2[CH:31]=[CH:32][CH:33]=[CH:34][C:29]=2[N:28]=[C:27]1[CH2:35][N:36]([CH2:43][C:44]1[NH:45][C:46]2[CH:52]=[CH:51][CH:50]=[CH:49][C:47]=2[N:48]=1)[CH3:37].[Cl-:1].[Cl-:1], predict the reactants needed to synthesize it. The reactants are: [Cl-:1].[Cr+3:2].N1C2C=CC=CC=2N=C1CNCC1NC2C=CC=CC=2N=1.[Cl-].[Cl-].[NH:26]1[C:30]2[CH:31]=[CH:32][CH:33]=[CH:34][C:29]=2[N:28]=[C:27]1[CH2:35][N:36]([CH2:43][C:44]1[NH:48][C:47]2[CH:49]=[CH:50][CH:51]=[CH:52][C:46]=2[N:45]=1)[CH2:37]CCCCC.[K+].[Br-].